This data is from Catalyst prediction with 721,799 reactions and 888 catalyst types from USPTO. The task is: Predict which catalyst facilitates the given reaction. (1) Reactant: F[C:2]1[C:7]([N+:8]([O-:10])=[O:9])=[C:6]([O:11][CH2:12][CH2:13][C:14]2[CH:19]=[CH:18][CH:17]=[CH:16][CH:15]=2)[CH:5]=[CH:4][N:3]=1.[NH3:20]. Product: [NH2:20][C:2]1[C:7]([N+:8]([O-:10])=[O:9])=[C:6]([O:11][CH2:12][CH2:13][C:14]2[CH:19]=[CH:18][CH:17]=[CH:16][CH:15]=2)[CH:5]=[CH:4][N:3]=1. The catalyst class is: 5. (2) Reactant: [CH3:1][N:2]1[C:7](=[O:8])[CH:6]=[C:5]([NH:9][C:10]2[CH:15]=[CH:14][C:13]([Cl:16])=[C:12]([Cl:17])[C:11]=2[Cl:18])[C:4]([C:19]([OH:21])=O)=[CH:3]1.C(Cl)(=O)C(Cl)=O.[NH3:28].O1CCOCC1. Product: [CH3:1][N:2]1[C:7](=[O:8])[CH:6]=[C:5]([NH:9][C:10]2[CH:15]=[CH:14][C:13]([Cl:16])=[C:12]([Cl:17])[C:11]=2[Cl:18])[C:4]([C:19]([NH2:28])=[O:21])=[CH:3]1. The catalyst class is: 59. (3) Reactant: [Br:1][C:2]1[CH:11]=[C:10]2[C:5]([CH:6]=[N:7][NH:8][C:9]2=O)=[CH:4][CH:3]=1.C(#N)C.P(Cl)(Cl)([Cl:18])=O. Product: [Br:1][C:2]1[CH:11]=[C:10]2[C:5]([CH:6]=[N:7][N:8]=[C:9]2[Cl:18])=[CH:4][CH:3]=1. The catalyst class is: 4. (4) Reactant: [F:1][C:2]1([F:9])[CH2:7][CH2:6][C:5](=[O:8])[CH:4]=[CH:3]1.C1COCC1.C(=O)([O-])[O-].[K+].[K+].[I:21]I. Product: [F:1][C:2]1([F:9])[CH2:7][CH2:6][C:5](=[O:8])[C:4]([I:21])=[CH:3]1. The catalyst class is: 850.